The task is: Predict the reaction yield, written as a fraction of the theoretical maximum amount of product (1.0 means a 100% yield; for example, 0.34 means a 34% yield).. This data is from Reaction yield outcomes from USPTO patents with 853,638 reactions. (1) The reactants are [CH3:1][C:2]1[NH:3][C:4]([CH3:24])=[C:5]([C:20]([O:22][CH3:23])=[O:21])[CH:6]([C@H:12]2[CH2:16][CH2:15][C@@H:14]([C:17]([OH:19])=O)C2)[C:7]=1[C:8]([O:10][CH3:11])=[O:9].C[C:26]1[CH:27]=[C:28]([CH:32]2[CH2:37][CH2:36][N:35]([CH2:38][CH2:39][CH2:40][NH2:41])[CH2:34][CH2:33]2)[CH:29]=[CH:30][CH:31]=1. No catalyst specified. The product is [CH3:24][C:4]1[NH:3][C:2]([CH3:1])=[C:7]([C:8]([O:10][CH3:11])=[O:9])[CH:6]([CH2:12][CH2:16][CH:15]([NH:41][CH2:40][CH2:39][CH2:38][N:35]2[CH2:34][CH2:33][CH:32]([C:28]3[CH:29]=[CH:30][CH:31]=[CH:26][CH:27]=3)[CH2:37][CH2:36]2)[CH2:14][CH:17]=[O:19])[C:5]=1[C:20]([O:22][CH3:23])=[O:21]. The yield is 0.380. (2) The reactants are C([O-])([O-])=O.[K+].[K+].[CH2:7]([SH:9])[CH3:8].[CH2:10]([O:12][C:13]([C:15]1[C:16](Cl)=[N:17][C:18]2[C:23]([C:24]=1[CH3:25])=[CH:22][CH:21]=[C:20]([C:26]([CH3:29])([CH3:28])[CH3:27])[CH:19]=2)=[O:14])[CH3:11].CCCCCC. The catalyst is CN(C=O)C.O. The product is [CH2:10]([O:12][C:13]([C:15]1[C:16]([S:9][CH2:7][CH3:8])=[N:17][C:18]2[C:23]([C:24]=1[CH3:25])=[CH:22][CH:21]=[C:20]([C:26]([CH3:29])([CH3:28])[CH3:27])[CH:19]=2)=[O:14])[CH3:11]. The yield is 0.650. (3) The reactants are Cl[C:2]1[CH:7]=[C:6]([O:8][C:9]2[C:10]([CH3:15])=[N:11][CH:12]=[CH:13][CH:14]=2)[CH:5]=[CH:4][N:3]=1.[C:16](=[O:23])([O:18][C:19]([CH3:22])([CH3:21])[CH3:20])[NH2:17].P([O-])([O-])([O-])=O.[K+].[K+].[K+]. The catalyst is O.C1C=CC(/C=C/C(/C=C/C2C=CC=CC=2)=O)=CC=1.C1C=CC(/C=C/C(/C=C/C2C=CC=CC=2)=O)=CC=1.C1C=CC(/C=C/C(/C=C/C2C=CC=CC=2)=O)=CC=1.[Pd].[Pd].CC1(C)C2C=CC=C(P(C3C=CC=CC=3)C3C=CC=CC=3)C=2OC2C1=CC=CC=2P(C1C=CC=CC=1)C1C=CC=CC=1. The product is [CH3:15][C:10]1[C:9]([O:8][C:6]2[CH:5]=[CH:4][N:3]=[C:2]([NH:17][C:16](=[O:23])[O:18][C:19]([CH3:22])([CH3:21])[CH3:20])[CH:7]=2)=[CH:14][CH:13]=[CH:12][N:11]=1. The yield is 0.590. (4) The reactants are [F:8][C:7]([F:10])([F:9])[C:6](O[C:6](=[O:11])[C:7]([F:10])([F:9])[F:8])=[O:11].[NH2:14][CH2:15][CH2:16][CH2:17][C:18]1[C:19]([C:30]2[CH:35]=[CH:34][N:33]=[CH:32][CH:31]=2)=[C:20]([C:23]2[CH:28]=[CH:27][C:26]([F:29])=[CH:25][CH:24]=2)[NH:21][CH:22]=1.C(=O)([O-])O.[Na+]. The catalyst is O1CCCC1. The product is [F:29][C:26]1[CH:25]=[CH:24][C:23]([C:20]2[NH:21][CH:22]=[C:18]([CH2:17][CH2:16][CH2:15][NH:14][C:6](=[O:11])[C:7]([F:8])([F:9])[F:10])[C:19]=2[C:30]2[CH:35]=[CH:34][N:33]=[CH:32][CH:31]=2)=[CH:28][CH:27]=1. The yield is 0.310. (5) The yield is 0.700. The product is [C:33]([OH:35])(=[O:34])[CH3:32].[CH2:1]([S:3]([C:6]1[CH:7]=[C:8]([C:12]2[CH:17]=[C:16]([C:18]([F:21])([F:20])[F:19])[C:15]([CH3:22])=[C:14]3[C:13]=2[C:24]2[CH:29]=[C:28]([CH3:30])[CH:27]=[N:26][C:25]=2[NH:23]3)[CH:9]=[CH:10][CH:11]=1)(=[O:5])=[O:4])[CH3:2]. No catalyst specified. The reactants are [CH2:1]([S:3]([C:6]1[CH:7]=[C:8]([C:12]2[CH:17]=[C:16]([C:18]([F:21])([F:20])[F:19])[C:15]([CH3:22])=[C:14]([NH2:23])[C:13]=2[C:24]2[C:25](F)=[N:26][CH:27]=[C:28]([CH3:30])[CH:29]=2)[CH:9]=[CH:10][CH:11]=1)(=[O:5])=[O:4])[CH3:2].[CH3:32][C:33]([OH:35])=[O:34].